This data is from Forward reaction prediction with 1.9M reactions from USPTO patents (1976-2016). The task is: Predict the product of the given reaction. The product is: [CH3:1][N:2]([CH:3]([C:5]1[N:14]([C:15]2[CH:16]=[CH:17][CH:18]=[CH:19][CH:20]=2)[C:13](=[O:21])[C:12]2[C:7](=[CH:8][CH:9]=[CH:10][CH:11]=2)[N:6]=1)[CH3:4])[S:28]([C:22]1[CH:27]=[CH:26][CH:25]=[CH:24][CH:23]=1)(=[O:30])=[O:29]. Given the reactants [CH3:1][NH:2][CH:3]([C:5]1[N:14]([C:15]2[CH:20]=[CH:19][CH:18]=[CH:17][CH:16]=2)[C:13](=[O:21])[C:12]2[C:7](=[CH:8][CH:9]=[CH:10][CH:11]=2)[N:6]=1)[CH3:4].[C:22]1([S:28](Cl)(=[O:30])=[O:29])[CH:27]=[CH:26][CH:25]=[CH:24][CH:23]=1, predict the reaction product.